From a dataset of P-glycoprotein inhibition data for predicting drug efflux from Broccatelli et al.. Regression/Classification. Given a drug SMILES string, predict its absorption, distribution, metabolism, or excretion properties. Task type varies by dataset: regression for continuous measurements (e.g., permeability, clearance, half-life) or binary classification for categorical outcomes (e.g., BBB penetration, CYP inhibition). Dataset: pgp_broccatelli. The compound is O=C(CCc1ccccc1)c1cc(Oc2ccccc2)ccc1OC[C@@H](O)CN1CCCCC1. The result is 1 (inhibitor).